This data is from Reaction yield outcomes from USPTO patents with 853,638 reactions. The task is: Predict the reaction yield, written as a fraction of the theoretical maximum amount of product (1.0 means a 100% yield; for example, 0.34 means a 34% yield). (1) The reactants are [N+:1]([C:4]1[CH:5]=[C:6]([C:10]2[CH:11]=[N:12][NH:13][CH:14]=2)[CH:7]=[CH:8][CH:9]=1)([O-])=O. The catalyst is [Pd].C(OCC)(=O)C. The product is [NH:12]1[CH:11]=[C:10]([C:6]2[CH:5]=[C:4]([CH:9]=[CH:8][CH:7]=2)[NH2:1])[CH:14]=[N:13]1. The yield is 0.990. (2) The reactants are C(OC([N:8]1[CH2:13][CH2:12][N:11]([CH2:14][C:15]2[C:16](=[O:33])[N:17]([CH2:29][CH:30]([CH3:32])[CH3:31])[N:18]=[C:19]([C:21]3[CH:26]=[CH:25][C:24]([CH3:27])=[C:23]([F:28])[CH:22]=3)[CH:20]=2)[CH2:10][CH2:9]1)=O)(C)(C)C.[ClH:34].C(OCC)C. The catalyst is C(OCC)(=O)C. The product is [ClH:34].[ClH:34].[F:28][C:23]1[CH:22]=[C:21]([C:19]2[CH:20]=[C:15]([CH2:14][N:11]3[CH2:10][CH2:9][NH:8][CH2:13][CH2:12]3)[C:16](=[O:33])[N:17]([CH2:29][CH:30]([CH3:31])[CH3:32])[N:18]=2)[CH:26]=[CH:25][C:24]=1[CH3:27]. The yield is 0.750. (3) The reactants are [CH3:1][N:2]([CH2:4][C:5]1[CH:22]=[CH:21][C:8](/[CH:9]=[N:10]/[C:11]2[CH:19]=[CH:18][CH:17]=[C:16]3[C:12]=2[CH2:13][O:14][C:15]3=[O:20])=[CH:7][CH:6]=1)[CH3:3].[F:23][C:24]([F:34])([F:33])[C:25]1[CH:32]=[CH:31][C:28]([CH:29]=O)=[CH:27][CH:26]=1.[O-:35][CH2:36][CH3:37].[Na+].CO. The catalyst is C(OCC)(=O)CC. The product is [CH3:3][N:2]([CH2:4][C:5]1[CH:6]=[CH:7][C:8]([CH:9]2[CH:29]([C:28]3[CH:31]=[CH:32][C:25]([C:24]([F:34])([F:33])[F:23])=[CH:26][CH:27]=3)[C:13](=[O:14])[C:12]3[C:16]([C:15]([O:35][CH2:36][CH3:37])=[O:20])=[CH:17][CH:18]=[CH:19][C:11]=3[NH:10]2)=[CH:21][CH:22]=1)[CH3:1]. The yield is 0.160. (4) The reactants are [NH2:1][C:2]1[CH:7]=[CH:6][C:5]([OH:8])=[CH:4][C:3]=1[Cl:9].CC(C)([O-])C.[K+].[CH3:16][NH:17][C:18]([C:20]1[CH:25]=[C:24](Cl)[CH:23]=[CH:22][N:21]=1)=[O:19]. The catalyst is CC(N(C)C)=O. The product is [CH3:16][NH:17][C:18]([C:20]1[CH:25]=[C:24]([O:8][C:5]2[CH:6]=[CH:7][C:2]([NH2:1])=[C:3]([Cl:9])[CH:4]=2)[CH:23]=[CH:22][N:21]=1)=[O:19]. The yield is 0.480. (5) The reactants are [F:1][C:2]1[CH:7]=[CH:6][CH:5]=[CH:4][C:3]=1[NH:8][C:9](=[O:32])[NH:10][C:11]1[CH:16]=[CH:15][C:14]([C:17]2[CH:21]=[C:20]([C:22]([NH:24][C@@H:25]([CH2:30]O)[C:26]([O:28][CH3:29])=[O:27])=[O:23])[O:19][N:18]=2)=[CH:13][CH:12]=1.CC(C)C(NC(C1ON=C(C2C=CC(NC(NC3C=CC(C(F)(F)F)=CC=3)=O)=CC=2)C=1)=O)C(OC)=O.S(Cl)(C)(=O)=O.CCN(CC)CC. The catalyst is C(Cl)Cl.O. The product is [F:1][C:2]1[CH:7]=[CH:6][CH:5]=[CH:4][C:3]=1[NH:8][C:9](=[O:32])[NH:10][C:11]1[CH:16]=[CH:15][C:14]([C:17]2[CH:21]=[C:20]([C:22]([NH:24][C:25](=[CH2:30])[C:26]([O:28][CH3:29])=[O:27])=[O:23])[O:19][N:18]=2)=[CH:13][CH:12]=1. The yield is 0.300. (6) The reactants are [F:1][C:2]([F:15])([F:14])[O:3][C:4]1[CH:13]=[CH:12][C:7]2[N:8]=[C:9]([NH2:11])[S:10][C:6]=2[CH:5]=1.[F:16][C:17]1[CH:22]=[CH:21][C:20]([N:23]=[C:24]=[S:25])=[CH:19][CH:18]=1. No catalyst specified. The product is [F:16][C:17]1[CH:22]=[CH:21][C:20]([NH:23][C:24]([NH:11][C:9]2[S:10][C:6]3[CH:5]=[C:4]([O:3][C:2]([F:1])([F:14])[F:15])[CH:13]=[CH:12][C:7]=3[N:8]=2)=[S:25])=[CH:19][CH:18]=1. The yield is 0.200. (7) The reactants are [N:1]1[CH:6]=[CH:5][C:4]([N:7]2[CH2:12][CH2:11][CH:10]([CH2:13][NH:14][C:15]3[C:16]([NH2:21])=[CH:17][CH:18]=[CH:19][CH:20]=3)[CH2:9][CH2:8]2)=[CH:3][CH:2]=1.[Cl:22][C:23]1[CH:31]=[CH:30][C:26]([C:27](Cl)=[O:28])=[CH:25][CH:24]=1. No catalyst specified. The product is [Cl:22][C:23]1[CH:31]=[CH:30][C:26]([C:27]([NH:21][C:16]2[C:15]([NH:14][CH2:13][CH:10]3[CH2:11][CH2:12][N:7]([C:4]4[CH:5]=[CH:6][N:1]=[CH:2][CH:3]=4)[CH2:8][CH2:9]3)=[CH:20][CH:19]=[CH:18][CH:17]=2)=[O:28])=[CH:25][CH:24]=1. The yield is 0.550.